This data is from Peptide-MHC class I binding affinity with 185,985 pairs from IEDB/IMGT. The task is: Regression. Given a peptide amino acid sequence and an MHC pseudo amino acid sequence, predict their binding affinity value. This is MHC class I binding data. (1) The peptide sequence is VDTRTPRPMP. The MHC is HLA-A30:01 with pseudo-sequence HLA-A30:01. The binding affinity (normalized) is 0.443. (2) The peptide sequence is DLVKMMISY. The MHC is HLA-A26:01 with pseudo-sequence HLA-A26:01. The binding affinity (normalized) is 0.580. (3) The peptide sequence is IALNFPGSQK. The MHC is HLA-A03:01 with pseudo-sequence HLA-A03:01. The binding affinity (normalized) is 0.667. (4) The peptide sequence is AVRQKSRWI. The MHC is BoLA-HD6 with pseudo-sequence BoLA-HD6. The binding affinity (normalized) is 0.624.